From a dataset of Peptide-MHC class I binding affinity with 185,985 pairs from IEDB/IMGT. Regression. Given a peptide amino acid sequence and an MHC pseudo amino acid sequence, predict their binding affinity value. This is MHC class I binding data. The MHC is HLA-A02:01 with pseudo-sequence HLA-A02:01. The peptide sequence is KVDTTHVSKV. The binding affinity (normalized) is 0.652.